Dataset: Forward reaction prediction with 1.9M reactions from USPTO patents (1976-2016). Task: Predict the product of the given reaction. (1) Given the reactants Cl[C:2]1[N:7]=[C:6]([C:8]2[C:16]3[C:11](=[CH:12][CH:13]=[CH:14][CH:15]=3)[NH:10][CH:9]=2)[C:5]([CH3:17])=[CH:4][N:3]=1.[CH3:18][O:19][C:20]1[CH:26]=[C:25]([N:27]2[CH2:32][CH2:31][CH:30]([N:33]3[CH2:38][CH2:37][N:36]([CH3:39])[CH2:35][CH2:34]3)[CH2:29][CH2:28]2)[C:24]([CH3:40])=[CH:23][C:21]=1[NH2:22], predict the reaction product. The product is: [NH:10]1[C:11]2[C:16](=[CH:15][CH:14]=[CH:13][CH:12]=2)[C:8]([C:6]2[C:5]([CH3:17])=[CH:4][N:3]=[C:2]([NH:22][C:21]3[CH:23]=[C:24]([CH3:40])[C:25]([N:27]4[CH2:32][CH2:31][CH:30]([N:33]5[CH2:38][CH2:37][N:36]([CH3:39])[CH2:35][CH2:34]5)[CH2:29][CH2:28]4)=[CH:26][C:20]=3[O:19][CH3:18])[N:7]=2)=[CH:9]1. (2) Given the reactants [C:1]([O:5][C:6](=[O:26])[NH:7][C:8]1[CH:13]=[C:12]([O:14][C:15]2[N:20]=[C:19]3[S:21][C:22]([NH2:24])=[N:23][C:18]3=[CH:17][CH:16]=2)[CH:11]=[CH:10][C:9]=1[F:25])([CH3:4])([CH3:3])[CH3:2].[C:27](Cl)(=[O:29])[CH3:28].O, predict the reaction product. The product is: [C:1]([O:5][C:6](=[O:26])[NH:7][C:8]1[CH:13]=[C:12]([O:14][C:15]2[N:20]=[C:19]3[S:21][C:22]([NH:24][C:27](=[O:29])[CH3:28])=[N:23][C:18]3=[CH:17][CH:16]=2)[CH:11]=[CH:10][C:9]=1[F:25])([CH3:4])([CH3:2])[CH3:3]. (3) Given the reactants [Na+].[I-:2].[C:3]([O-:6])([O-])=O.[K+].[K+].[CH3:9][O:10][C:11](=[O:24])[CH2:12][NH:13][S:14]([C:17]1[CH:22]=[CH:21][C:20]([CH3:23])=[CH:19][CH:18]=1)(=[O:16])=[O:15].O.CN([CH:29]=[O:30])C, predict the reaction product. The product is: [CH3:3][O:6][C:29](=[O:30])[C:19]1[CH:18]=[CH:17][CH:22]=[C:21]([I:2])[C:20]=1[CH2:23][N:13]([CH2:12][C:11]([O:10][CH3:9])=[O:24])[S:14]([C:17]1[CH:22]=[CH:21][C:20]([CH3:23])=[CH:19][CH:18]=1)(=[O:16])=[O:15]. (4) Given the reactants [F:1][C:2]1[CH:7]=[CH:6][C:5]([C:8]2[C:12]([CH2:13][O:14][C:15]3[CH:16]=[C:17]([C:20]([OH:22])=O)[NH:18][N:19]=3)=[C:11]([CH3:23])[O:10][N:9]=2)=[CH:4][CH:3]=1.F[B-](F)(F)F.[N:29]1(OC(N(C)C)=[N+](C)C)[C:33]2[CH:34]=[CH:35][CH:36]=CC=2N=[N:30]1.C(N(CC)C(C)C)(C)C.Cl.NN1CCCC1.[Cl-].[Na+], predict the reaction product. The product is: [N:29]1([NH:30][C:20]([C:17]2[NH:18][N:19]=[C:15]([O:14][CH2:13][C:12]3[C:8]([C:5]4[CH:4]=[CH:3][C:2]([F:1])=[CH:7][CH:6]=4)=[N:9][O:10][C:11]=3[CH3:23])[CH:16]=2)=[O:22])[CH2:33][CH2:34][CH2:35][CH2:36]1.